This data is from Peptide-MHC class II binding affinity with 134,281 pairs from IEDB. The task is: Regression. Given a peptide amino acid sequence and an MHC pseudo amino acid sequence, predict their binding affinity value. This is MHC class II binding data. (1) The peptide sequence is KATLECQVQTAVDFG. The MHC is DRB1_0301 with pseudo-sequence DRB1_0301. The binding affinity (normalized) is 0. (2) The peptide sequence is EAVRHFPRPWLHGL. The MHC is DRB1_0405 with pseudo-sequence DRB1_0405. The binding affinity (normalized) is 0.338.